Task: Binary Classification. Given a drug SMILES string, predict its activity (active/inactive) in a high-throughput screening assay against a specified biological target.. Dataset: M1 muscarinic receptor agonist screen with 61,833 compounds (1) The compound is S=c1n(c(n[nH]1)c1cc(OC)c(OC)cc1)CC. The result is 0 (inactive). (2) The compound is S(=O)(=O)(c1cc(S(=O)(=O)C)ccc1OC)C. The result is 0 (inactive).